Predict the reaction yield, written as a fraction of the theoretical maximum amount of product (1.0 means a 100% yield; for example, 0.34 means a 34% yield). From a dataset of Reaction yield outcomes from USPTO patents with 853,638 reactions. The product is [C:6]1([S:12]([N:15]2[C:23]3[C:18](=[CH:19][C:20]([CH:24]=[CH:34][N+:31]([O-:33])=[O:32])=[CH:21][CH:22]=3)[C:17]3[CH:26]=[C:27]([Cl:30])[CH:28]=[N:29][C:16]2=3)(=[O:14])=[O:13])[CH:11]=[CH:10][CH:9]=[CH:8][CH:7]=1. The yield is 0.895. The reactants are C([O-])(=O)C.[NH4+].[C:6]1([S:12]([N:15]2[C:23]3[C:18](=[CH:19][C:20]([CH:24]=O)=[CH:21][CH:22]=3)[C:17]3[CH:26]=[C:27]([Cl:30])[CH:28]=[N:29][C:16]2=3)(=[O:14])=[O:13])[CH:11]=[CH:10][CH:9]=[CH:8][CH:7]=1.[N+:31]([CH3:34])([O-:33])=[O:32]. No catalyst specified.